This data is from Reaction yield outcomes from USPTO patents with 853,638 reactions. The task is: Predict the reaction yield, written as a fraction of the theoretical maximum amount of product (1.0 means a 100% yield; for example, 0.34 means a 34% yield). (1) The yield is 0.560. The product is [CH2:1]([O:8][C:9]([N:11]1[CH2:23][CH2:22][C:14]2[N:15]=[C:16]([S:20][CH3:21])[N:17]=[C:18]([NH:32][C:29]3[CH:28]=[C:27]([CH:24]4[CH2:26][CH2:25]4)[NH:31][N:30]=3)[C:13]=2[CH2:12]1)=[O:10])[C:2]1[CH:7]=[CH:6][CH:5]=[CH:4][CH:3]=1. The catalyst is CN1C(=O)CCC1. The reactants are [CH2:1]([O:8][C:9]([N:11]1[CH2:23][CH2:22][C:14]2[N:15]=[C:16]([S:20][CH3:21])[N:17]=[C:18](Cl)[C:13]=2[CH2:12]1)=[O:10])[C:2]1[CH:7]=[CH:6][CH:5]=[CH:4][CH:3]=1.[CH:24]1([C:27]2[NH:31][N:30]=[C:29]([NH2:32])[CH:28]=2)[CH2:26][CH2:25]1.C(N(CC)CC)C. (2) The catalyst is O1CCCC1.O. The reactants are C[O:2][C:3](=[O:27])[CH:4]([N:11]1[C:19]2[C:14](=[CH:15][C:16]([O:20][C:21]([F:24])([F:23])[F:22])=[CH:17][CH:18]=2)[C:13](=[O:25])[C:12]1=[O:26])[CH2:5][CH:6]1[CH2:10][CH2:9][CH2:8][CH2:7]1.O.[OH-].[Li+]. The product is [CH:6]1([CH2:5][CH:4]([N:11]2[C:19]3[C:14](=[CH:15][C:16]([O:20][C:21]([F:23])([F:24])[F:22])=[CH:17][CH:18]=3)[C:13](=[O:25])[C:12]2=[O:26])[C:3]([OH:27])=[O:2])[CH2:10][CH2:9][CH2:8][CH2:7]1. The yield is 0.930. (3) The reactants are [CH3:1][N:2]1[C:7](=[O:8])[C:6]([NH:9][C:10]2[CH:15]=[CH:14][C:13]([N:16]3[CH2:21][CH2:20][N:19]([CH:22]4[CH2:25][O:24][CH2:23]4)[CH2:18][C@@H:17]3[CH3:26])=[CH:12][N:11]=2)=[CH:5][C:4]([C:27]2[CH:32]=[CH:31][N:30]=[C:29]([N:33]3[C:45](=[O:46])[C:44]4[N:36]([C:37]5[C@@H:38]6[CH2:47][C@H:41]([C:42]=5[CH:43]=4)[CH2:40][CH2:39]6)[CH2:35][CH2:34]3)[C:28]=2[CH:48]=[O:49])=[CH:3]1.[BH4-].[Na+]. The catalyst is CO. The product is [OH:49][CH2:48][C:28]1[C:29]([N:33]2[CH2:34][CH2:35][N:36]3[C:37]4[C@@H:38]5[CH2:47][CH:41]([C:42]=4[CH:43]=[C:44]3[C:45]2=[O:46])[CH2:40][CH2:39]5)=[N:30][CH:31]=[CH:32][C:27]=1[C:4]1[CH:5]=[C:6]([NH:9][C:10]2[CH:15]=[CH:14][C:13]([N:16]3[CH2:21][CH2:20][N:19]([CH:22]4[CH2:23][O:24][CH2:25]4)[CH2:18][CH:17]3[CH3:26])=[CH:12][N:11]=2)[C:7](=[O:8])[N:2]([CH3:1])[CH:3]=1. The yield is 0.315. (4) The reactants are C(OC(=O)[NH:7][C:8]1[CH:13]=[CH:12][C:11]([C:14]2[CH:19]=[CH:18][C:17]([C:20](=[O:40])[NH:21][C:22]3[CH:27]=[CH:26][C:25]([O:28][CH3:29])=[C:24]([NH:30][C:31](=[O:39])[CH2:32][N:33]4[CH2:38][CH2:37][O:36][CH2:35][CH2:34]4)[CH:23]=3)=[CH:16][CH:15]=2)=[CH:10][CH:9]=1)(C)(C)C.Cl. The catalyst is O1CCOCC1. The product is [NH2:7][C:8]1[CH:13]=[CH:12][C:11]([C:14]2[CH:19]=[CH:18][C:17]([C:20]([NH:21][C:22]3[CH:27]=[CH:26][C:25]([O:28][CH3:29])=[C:24]([NH:30][C:31](=[O:39])[CH2:32][N:33]4[CH2:38][CH2:37][O:36][CH2:35][CH2:34]4)[CH:23]=3)=[O:40])=[CH:16][CH:15]=2)=[CH:10][CH:9]=1. The yield is 0.190. (5) The reactants are [O:1]1[C:5]2[CH:6]=[CH:7][CH:8]=[CH:9][C:4]=2[CH:3]=[C:2]1[CH2:10][O:11][C:12]1[CH:20]=[CH:19][CH:18]=[C:14]([C:15]([OH:17])=O)[C:13]=1[C:21]([OH:23])=O.Cl.[NH2:25][CH:26]1[CH2:32][CH2:31][C:30](=[O:33])[NH:29][C:27]1=[O:28]. The catalyst is N1C=CC=CC=1. The product is [O:1]1[C:5]2[CH:6]=[CH:7][CH:8]=[CH:9][C:4]=2[CH:3]=[C:2]1[CH2:10][O:11][C:12]1[CH:20]=[CH:19][CH:18]=[C:14]2[C:13]=1[C:21](=[O:23])[N:25]([CH:26]1[CH2:32][CH2:31][C:30](=[O:33])[NH:29][C:27]1=[O:28])[C:15]2=[O:17]. The yield is 0.650. (6) The reactants are [F:1][C:2]1[CH:3]=[C:4]([NH:26][C:27]([NH:29][C:30](=[O:38])[CH2:31][C:32]2[CH:37]=[CH:36][CH:35]=[CH:34][CH:33]=2)=[S:28])[CH:5]=[CH:6][C:7]=1[O:8][C:9]1[CH:14]=[CH:13][N:12]=[C:11]2[CH:15]=[C:16]([C:18]([N:20]3[CH2:25][CH2:24][CH2:23][CH2:22][CH2:21]3)=[O:19])[S:17][C:10]=12.[Cl:39]CCl.Cl.CCOCC. The catalyst is C1COCC1. The product is [ClH:39].[F:1][C:2]1[CH:3]=[C:4]([NH:26][C:27]([NH:29][C:30](=[O:38])[CH2:31][C:32]2[CH:33]=[CH:34][CH:35]=[CH:36][CH:37]=2)=[S:28])[CH:5]=[CH:6][C:7]=1[O:8][C:9]1[CH:14]=[CH:13][N:12]=[C:11]2[CH:15]=[C:16]([C:18]([N:20]3[CH2:25][CH2:24][CH2:23][CH2:22][CH2:21]3)=[O:19])[S:17][C:10]=12. The yield is 0.650.